From a dataset of Reaction yield outcomes from USPTO patents with 853,638 reactions. Predict the reaction yield, written as a fraction of the theoretical maximum amount of product (1.0 means a 100% yield; for example, 0.34 means a 34% yield). (1) The reactants are O=[C:2]1[CH:7]=[CH:6][NH:5][C:4]([NH:8][C:9]2[CH:16]=[CH:15][C:12]([C:13]#[N:14])=[CH:11][CH:10]=2)=[N:3]1.O=P(Cl)(Cl)[Cl:19]. No catalyst specified. The product is [Cl:19][C:2]1[CH:7]=[CH:6][N:5]=[C:4]([NH:8][C:9]2[CH:16]=[CH:15][C:12]([C:13]#[N:14])=[CH:11][CH:10]=2)[N:3]=1. The yield is 0.772. (2) The reactants are [NH2:1][C:2]1[CH:7]=[CH:6][C:5]([OH:8])=[CH:4][CH:3]=1.Cl[C:10]1[CH:15]=[CH:14][N:13]=[C:12]([NH2:16])[CH:11]=1.O(C)[Na]. The catalyst is CS(C)=O. The product is [NH2:1][C:2]1[CH:7]=[CH:6][C:5]([O:8][C:10]2[CH:15]=[CH:14][N:13]=[C:12]([NH2:16])[CH:11]=2)=[CH:4][CH:3]=1. The yield is 0.260. (3) The reactants are [CH3:1][O:2][C:3](=[O:12])[CH2:4][CH:5]1[C:9](=[O:10])[NH:8][C:7](=[O:11])[NH:6]1.[CH3:13][O:14][C:15]1[CH:22]=[CH:21][C:18]([CH2:19]Cl)=[CH:17][CH:16]=1.[O-]S([O-])(=O)=O.[Mg+2].C([O-])([O-])=O.[K+].[K+]. The catalyst is CN(C=O)C. The product is [CH3:1][O:2][C:3](=[O:12])[CH2:4][CH:5]1[C:9](=[O:10])[N:8]([CH2:19][C:18]2[CH:21]=[CH:22][C:15]([O:14][CH3:13])=[CH:16][CH:17]=2)[C:7](=[O:11])[NH:6]1. The yield is 0.220. (4) The reactants are [C:1]1([CH:7]=[CH:8][S:9]([NH2:12])(=[O:11])=[O:10])[CH:6]=[CH:5][CH:4]=[CH:3][CH:2]=1.[Cl:13][C:14]1[CH:22]=[CH:21][C:17]([C:18](Cl)=[O:19])=[C:16]([F:23])[CH:15]=1.O.Cl. The catalyst is O1CCOCC1. The product is [Cl:13][C:14]1[CH:22]=[CH:21][C:17]([C:18]([NH:12][S:9]([CH:8]=[CH:7][C:1]2[CH:2]=[CH:3][CH:4]=[CH:5][CH:6]=2)(=[O:10])=[O:11])=[O:19])=[C:16]([F:23])[CH:15]=1. The yield is 0.790. (5) The reactants are [NH:1]1[C:7]2[CH:8]=[CH:9][CH:10]=[CH:11][C:6]=2[CH:5]=[CH:4][CH:3]=[CH:2]1.[CH:12](=O)[CH3:13].C(O[BH-](OC(=O)C)OC(=O)C)(=O)C.[Na+].C(O)(=O)C. The catalyst is ClCCl. The product is [CH2:12]([N:1]1[C:7]2[CH:8]=[CH:9][CH:10]=[CH:11][C:6]=2[CH:5]=[CH:4][CH:3]=[CH:2]1)[CH3:13]. The yield is 0.480. (6) The reactants are [NH2:1][C:2]1[N:24]=[C:5]2[CH:6]=[CH:7][C:8]([C:10]3[CH:23]=[CH:22][C:13]([C:14]([NH:16][CH2:17][C:18]([F:21])([F:20])[F:19])=[O:15])=[CH:12][CH:11]=3)=[CH:9][N:4]2[N:3]=1.[CH2:25]([N:27]([CH2:43][CH3:44])[C:28](=[O:42])[C:29]1[CH:34]=[CH:33][C:32](I)=[C:31]([O:36][CH2:37][C:38]([F:41])([F:40])[F:39])[CH:30]=1)[CH3:26].CC(C1C=C(C(C)C)C(C2C=CC=CC=2P(C2CCCCC2)C2CCCCC2)=C(C(C)C)C=1)C.CC(C)([O-])C.[Na+]. No catalyst specified. The product is [CH2:43]([N:27]([CH2:25][CH3:26])[C:28](=[O:42])[C:29]1[CH:34]=[CH:33][C:32]([NH:1][C:2]2[N:24]=[C:5]3[CH:6]=[CH:7][C:8]([C:10]4[CH:11]=[CH:12][C:13]([C:14](=[O:15])[NH:16][CH2:17][C:18]([F:19])([F:20])[F:21])=[CH:22][CH:23]=4)=[CH:9][N:4]3[N:3]=2)=[C:31]([O:36][CH2:37][C:38]([F:40])([F:39])[F:41])[CH:30]=1)[CH3:44]. The yield is 0.490. (7) The yield is 1.00. The catalyst is C1COCC1. The reactants are Br[C:2]1[CH:7]=[C:6]([O:8][CH3:9])[CH:5]=[C:4]([Cl:10])[C:3]=1[Cl:11].[Li]CCCC.[B:17](OC)([O:20]C)[O:18]C.Cl. The product is [Cl:11][C:3]1[C:4]([Cl:10])=[CH:5][C:6]([O:8][CH3:9])=[CH:7][C:2]=1[B:17]([OH:20])[OH:18]. (8) The reactants are [CH3:1][O:2][C:3]([CH:5]1[C:10]([Cl:12])([Cl:11])[C:9](=[N:13][OH:14])[CH2:8][CH:7]([C:15]2[CH:20]=[CH:19][C:18]([Cl:21])=[C:17]([O:22][CH3:23])[C:16]=2[F:24])[NH:6]1)=[O:4].[C:25]([O:28]C(=O)C)(=[O:27])[CH3:26]. The catalyst is C(O)(=O)C. The product is [CH3:1][O:2][C:3]([CH:5]1[C:10]([Cl:11])([Cl:12])/[C:9](=[N:13]/[O:14][O:28][C:25](=[O:27])[CH3:26])/[CH2:8][CH:7]([C:15]2[CH:20]=[CH:19][C:18]([Cl:21])=[C:17]([O:22][CH3:23])[C:16]=2[F:24])[NH:6]1)=[O:4]. The yield is 0.990.